Dataset: Retrosynthesis with 50K atom-mapped reactions and 10 reaction types from USPTO. Task: Predict the reactants needed to synthesize the given product. (1) Given the product COc1ccc(CNC(=O)c2cc(Cl)cnc2-c2cccnc2)cc1OC, predict the reactants needed to synthesize it. The reactants are: COc1ccc(CN)cc1OC.O=C(O)c1cc(Cl)cnc1-c1cccnc1. (2) The reactants are: CC(C)(C)c1cc(-c2n[nH]c3ncccc23)cc(C(C)(C)C)c1O.CCCCCCCCI. Given the product CCCCCCCCn1nc(-c2cc(C(C)(C)C)c(O)c(C(C)(C)C)c2)c2cccnc21, predict the reactants needed to synthesize it. (3) Given the product Cc1ccc(S(=O)(=O)NC(=O)N2CC(COC(C)C)OC2(C)C)cc1, predict the reactants needed to synthesize it. The reactants are: CC(C)OCC1CNC(C)(C)O1.Cc1ccc(S(=O)(=O)N=C=O)cc1. (4) The reactants are: CC(=O)Cl.CC(=O)Nc1cc(-c2sc(C3CCNCC3)nc2-c2cccc(Cl)c2)ccn1. Given the product CC(=O)Nc1cc(-c2sc(C3CCN(C(C)=O)CC3)nc2-c2cccc(Cl)c2)ccn1, predict the reactants needed to synthesize it. (5) Given the product COc1nc(NC(=O)NS(=O)(=O)Oc2ccccc2F)nc2nccnc12, predict the reactants needed to synthesize it. The reactants are: COc1nc(N)nc2nccnc12.O=C=NS(=O)(=O)Oc1ccccc1F. (6) Given the product COc1cccc(-c2ccc(F)c([N+](=O)[O-])c2)c1, predict the reactants needed to synthesize it. The reactants are: COc1cccc(B(O)O)c1.O=[N+]([O-])c1cc(Br)ccc1F. (7) Given the product COc1cc2c(Cl)ncnc2cc1OCCCN1CCCC1, predict the reactants needed to synthesize it. The reactants are: COc1cc2c(Cl)ncnc2cc1O.OCCCN1CCCC1. (8) Given the product CCCS(=O)(=O)NCCCNc1nc(Nc2cccc(NC(=O)N3CCCC3)c2)ncc1Br, predict the reactants needed to synthesize it. The reactants are: CCCS(=O)(=O)Cl.NCCCNc1nc(Nc2cccc(NC(=O)N3CCCC3)c2)ncc1Br. (9) The reactants are: CCCC[Sn](Cl)(CCCC)CCCC.Fc1ccc(-c2cc(C(F)(F)F)nc(-n3cnc(I)c3)n2)cc1. Given the product CCCC[Sn](CCCC)(CCCC)c1cn(-c2nc(-c3ccc(F)cc3)cc(C(F)(F)F)n2)cn1, predict the reactants needed to synthesize it. (10) Given the product CC(C)N1CCC(Oc2ccc(C3CCN(C(=O)c4ccc(C#N)cc4)CC3)cc2)CC1, predict the reactants needed to synthesize it. The reactants are: CC(C)N1CCC(Oc2ccc(C3CCNCC3)cc2)CC1.N#Cc1ccc(C(=O)O)cc1.